From a dataset of Full USPTO retrosynthesis dataset with 1.9M reactions from patents (1976-2016). Predict the reactants needed to synthesize the given product. (1) Given the product [NH2:14][C:7]1[C:6]([F:9])=[C:5]([F:10])[N:4]=[C:3]([C:11]#[N:12])[C:2]=1[F:1], predict the reactants needed to synthesize it. The reactants are: [F:1][C:2]1[C:3]([C:11]#[N:12])=[N:4][C:5]([F:10])=[C:6]([F:9])[C:7]=1F.[OH-].[NH4+:14]. (2) Given the product [CH3:13][C:8]1[CH:7]=[C:6]([C:17](=[O:16])[CH3:18])[CH:11]=[C:10]([CH3:12])[N:9]=1, predict the reactants needed to synthesize it. The reactants are: C[Mg]I.C([C:6]1[CH:11]=[C:10]([CH3:12])[N:9]=[C:8]([CH3:13])[CH:7]=1)#N.CC[O:16][CH2:17][CH3:18]. (3) Given the product [CH2:21]([O:23][C:24]([CH:26]1[CH2:31][CH2:30][N:29]([C:15]2[C:9]3[CH:8]=[N:7][C:6]([NH:5][CH2:4][C:3]4[CH:17]=[CH:18][CH:19]=[CH:20][C:2]=4[Cl:1])=[N:11][C:10]=3[CH:12]=[CH:13][N:14]=2)[CH2:28][CH2:27]1)=[O:25])[CH3:22], predict the reactants needed to synthesize it. The reactants are: [Cl:1][C:2]1[CH:20]=[CH:19][CH:18]=[CH:17][C:3]=1[CH2:4][NH:5][C:6]1[N:7]=[CH:8][C:9]2[C:15](Cl)=[N:14][CH:13]=[CH:12][C:10]=2[N:11]=1.[CH2:21]([O:23][C:24]([CH:26]1[CH2:31][CH2:30][NH:29][CH2:28][CH2:27]1)=[O:25])[CH3:22].N.O. (4) Given the product [CH3:1][O:2][CH:3]([O:6][CH3:7])[CH2:4][NH:14][C@@H:9]([CH2:10][CH2:11][CH2:12][CH3:13])[CH3:8], predict the reactants needed to synthesize it. The reactants are: [CH3:1][O:2][CH:3]([O:6][CH3:7])[CH:4]=O.[CH3:8][C@@H:9]([NH2:14])[CH2:10][CH2:11][CH2:12][CH3:13]. (5) Given the product [CH3:1][O:2][CH2:3][CH2:4][O:5][C:6]1[CH:11]=[CH:10][C:9]([CH2:12][CH2:13][CH2:14][O:15][C:29]2[CH:33]=[C:32]([CH2:34][CH2:35][C:36]([OH:38])=[O:37])[N:31]([CH3:41])[N:30]=2)=[C:8]([O:16][CH2:17][C:18]2[CH:19]=[CH:20][C:21]([C:24]([F:25])([F:26])[F:27])=[CH:22][CH:23]=2)[CH:7]=1, predict the reactants needed to synthesize it. The reactants are: [CH3:1][O:2][CH2:3][CH2:4][O:5][C:6]1[CH:11]=[CH:10][C:9]([CH2:12][CH2:13][CH2:14][OH:15])=[C:8]([O:16][CH2:17][C:18]2[CH:23]=[CH:22][C:21]([C:24]([F:27])([F:26])[F:25])=[CH:20][CH:19]=2)[CH:7]=1.O[C:29]1[CH:33]=[C:32]([CH2:34][CH2:35][C:36]([O:38]CC)=[O:37])[N:31]([CH3:41])[N:30]=1.C(P(CCCC)CCCC)CCC.N(C(N1CCCCC1)=O)=NC(N1CCCCC1)=O.O1CCCC1CO.[OH-].[Na+].Cl.